From a dataset of Forward reaction prediction with 1.9M reactions from USPTO patents (1976-2016). Predict the product of the given reaction. (1) Given the reactants [Cl:1][C:2]1[CH:10]=[C:9]2[C:5]([C:6]([S:11]([CH3:14])(=[O:13])=[O:12])=[CH:7][NH:8]2)=[CH:4][CH:3]=1.[H-].[Na+].Br[CH2:18][C:19]([O:21][CH2:22][CH3:23])=[O:20], predict the reaction product. The product is: [CH2:22]([O:21][C:19](=[O:20])[CH2:18][N:8]1[C:9]2[C:5](=[CH:4][CH:3]=[C:2]([Cl:1])[CH:10]=2)[C:6]([S:11]([CH3:14])(=[O:13])=[O:12])=[CH:7]1)[CH3:23]. (2) Given the reactants [Cl:1][C:2]1[C:7]([O:8][CH3:9])=[C:6]([O:10][CH3:11])[CH:5]=[CH:4][C:3]=1[CH:12]=[CH:13][C:14]([OH:16])=[O:15], predict the reaction product. The product is: [Cl:1][C:2]1[C:7]([O:8][CH3:9])=[C:6]([O:10][CH3:11])[CH:5]=[CH:4][C:3]=1[CH2:12][CH2:13][C:14]([OH:16])=[O:15]. (3) Given the reactants [Cl:1][C:2]1[N:7]=[C:6]([NH2:8])[N:5]=[C:4]([NH:9][CH2:10][C:11]2[S:12][C:13]([CH3:16])=[N:14][N:15]=2)[C:3]=1I.C(OCC)(=O)C.C(=O)(O)[O-].[Na+].[CH3:29][N:30](C=O)C, predict the reaction product. The product is: [NH2:8][C:6]1[N:7]=[C:2]([Cl:1])[C:3]([C:29]#[N:30])=[C:4]([NH:9][CH2:10][C:11]2[S:12][C:13]([CH3:16])=[N:14][N:15]=2)[N:5]=1. (4) The product is: [CH3:1][O:2][C:3]1[C:4]([N+:26]([O-:28])=[O:27])=[C:5]2[C:14](=[CH:15][CH:16]=1)[CH:13]=[C:12]([C:18]1[CH:19]=[CH:20][C:21]([O:24][CH3:25])=[CH:22][CH:23]=1)[CH:11]1[CH:6]2[CH2:7][CH2:8][CH2:9][CH2:10]1. Given the reactants [CH3:1][O:2][C:3]1[C:4]([N+:26]([O-:28])=[O:27])=[C:5]2[C:14](=[CH:15][CH:16]=1)[CH:13](O)[CH:12]([C:18]1[CH:23]=[CH:22][C:21]([O:24][CH3:25])=[CH:20][CH:19]=1)[CH:11]1[CH:6]2[CH2:7][CH2:8][CH2:9][CH2:10]1.C1(C)C=CC(S(O)(=O)=O)=CC=1.C1(C)C=CC=CC=1, predict the reaction product.